From a dataset of Reaction yield outcomes from USPTO patents with 853,638 reactions. Predict the reaction yield, written as a fraction of the theoretical maximum amount of product (1.0 means a 100% yield; for example, 0.34 means a 34% yield). (1) The reactants are I(O)(=O)(=O)=[O:2].[C:6]([CH2:10][C:11]([CH2:14][OH:15])([F:13])[F:12])([F:9])([F:8])[F:7]. The catalyst is C(#N)C. The product is [F:12][C:11]([F:13])([CH2:10][C:6]([F:9])([F:8])[F:7])[C:14]([OH:2])=[O:15]. The yield is 0.500. (2) The reactants are CC1C=CC=C2C=1CC(=O)N2.[C:12]([O:19]CC)(=[O:18])[C:13](OCC)=O.[O-]CC.[K+].[N+:26]([C:29]1[CH:34]=[CH:33][CH:32]=[C:31](C)[C:30]=1[CH3:36])([O-:28])=[O:27]. The catalyst is CCOCC. The product is [CH3:36][C:30]1([CH2:13][C:12]([OH:19])=[O:18])[C:29]([N+:26]([O-:28])=[O:27])=[CH:34][CH:33]=[CH:32][CH2:31]1. The yield is 0.450. (3) The product is [C:1]([Si:5]([CH3:7])([CH3:6])[O:20][CH2:19][C@H:17]1[CH2:16][O:18]1)([CH3:4])([CH3:3])[CH3:2]. The catalyst is C(Cl)Cl.CCOCC. The reactants are [C:1]([Si:5](Cl)([CH3:7])[CH3:6])([CH3:4])([CH3:3])[CH3:2].CCN(CC)CC.[CH2:16]1[O:18][C@H:17]1[CH2:19][OH:20]. The yield is 0.790. (4) The reactants are [CH:1]1([CH2:4][O:5][C:6]2[N:11]=[C:10]([C:12]([OH:14])=O)[CH:9]=[CH:8][C:7]=2[N:15]2[CH2:18][C:17]([F:20])([F:19])[CH2:16]2)[CH2:3][CH2:2]1.Cl.[F:22][C:23]1([CH3:27])[CH2:26][NH:25][CH2:24]1. No catalyst specified. The product is [CH:1]1([CH2:4][O:5][C:6]2[N:11]=[C:10]([C:12]([N:25]3[CH2:26][C:23]([F:22])([CH3:27])[CH2:24]3)=[O:14])[CH:9]=[CH:8][C:7]=2[N:15]2[CH2:18][C:17]([F:20])([F:19])[CH2:16]2)[CH2:2][CH2:3]1. The yield is 0.240. (5) The reactants are [Cl:1][C:2]1[N:3]=[C:4]([N:12]2[CH2:17][CH2:16][O:15][CH2:14][CH2:13]2)[C:5]2[S:10][CH:9]=[C:8]([CH3:11])[C:6]=2[N:7]=1.ClC1N=C(N2CCOCC2)C2SC=CC=2N=1.C(OC(C1SC=C(C)C=1N)=O)C.[Li]CCCC.[I:51]I. The catalyst is C1COCC1. The product is [Cl:1][C:2]1[N:3]=[C:4]([N:12]2[CH2:13][CH2:14][O:15][CH2:16][CH2:17]2)[C:5]2[S:10][C:9]([I:51])=[C:8]([CH3:11])[C:6]=2[N:7]=1. The yield is 0.840. (6) The reactants are [C:1]([N:5]([CH2:10][CH2:11][C:12](=[O:19])[C:13]1[CH:18]=[CH:17][CH:16]=[CH:15][CH:14]=1)[C:6](=[O:9])[O:7][CH3:8])([CH3:4])([CH3:3])[CH3:2].[Br-].[CH2:21]1[CH2:25]OC[CH2:22]1. No catalyst specified. The product is [C:1]([N:5]([CH2:10][CH2:11][C:12]([OH:19])([C:13]1[CH:18]=[CH:17][CH:16]=[CH:15][CH:14]=1)[CH2:25][CH:21]=[CH2:22])[C:6](=[O:9])[O:7][CH3:8])([CH3:4])([CH3:2])[CH3:3]. The yield is 0.460. (7) The reactants are Cl[C:2]1[CH:7]=[N:6][CH:5]=[C:4]([C:8]2[CH:13]=[CH:12][C:11]([S:14]([CH:17]([CH3:19])[CH3:18])(=[O:16])=[O:15])=[CH:10][CH:9]=2)[N:3]=1.CCN(CC)CC.[Si:27]([C:31]#[CH:32])([CH3:30])([CH3:29])[CH3:28]. The catalyst is C1(C)C=CC=CC=1.CCOC(C)=O.O.Cl[Pd](Cl)([P](C1C=CC=CC=1)(C1C=CC=CC=1)C1C=CC=CC=1)[P](C1C=CC=CC=1)(C1C=CC=CC=1)C1C=CC=CC=1.[Cu]I. The product is [CH:17]([S:14]([C:11]1[CH:12]=[CH:13][C:8]([C:4]2[CH:5]=[N:6][CH:7]=[C:2]([C:32]#[C:31][Si:27]([CH3:30])([CH3:29])[CH3:28])[N:3]=2)=[CH:9][CH:10]=1)(=[O:16])=[O:15])([CH3:19])[CH3:18]. The yield is 0.500.